From a dataset of Catalyst prediction with 721,799 reactions and 888 catalyst types from USPTO. Predict which catalyst facilitates the given reaction. (1) Reactant: C(NC(C)C)(C)C.C([Li])CCC.[CH:13]1([CH2:17][C:18]([O:20][C:21]([CH3:24])([CH3:23])[CH3:22])=[O:19])[CH2:16][CH2:15][CH2:14]1.[Br:25][C:26]1[CH:31]=[C:30]([CH2:32]Br)[CH:29]=[CH:28][C:27]=1[Cl:34].[Cl-].[NH4+]. Product: [Br:25][C:26]1[CH:31]=[C:30]([CH2:32][CH:17]([CH:13]2[CH2:14][CH2:15][CH2:16]2)[C:18]([O:20][C:21]([CH3:24])([CH3:23])[CH3:22])=[O:19])[CH:29]=[CH:28][C:27]=1[Cl:34]. The catalyst class is: 1. (2) Reactant: [C:1](Cl)(=[O:9])[O:2][C:3]1[CH:8]=[CH:7][CH:6]=[CH:5][CH:4]=1.[CH3:11][N:12]1[C:16]([C:17]([F:20])([F:19])[F:18])=[CH:15][C:14]([NH2:21])=[N:13]1. Product: [CH3:11][N:12]1[C:16]([C:17]([F:18])([F:19])[F:20])=[CH:15][C:14]([NH:21][C:1](=[O:9])[O:2][C:3]2[CH:8]=[CH:7][CH:6]=[CH:5][CH:4]=2)=[N:13]1. The catalyst class is: 1. (3) Reactant: [CH2:1]([O:3][C:4]1[CH:5]=[C:6]([CH:11]=[CH:12][C:13]=1[O:14][CH3:15])[C:7]([O:9]C)=[O:8])[CH3:2].[OH-].[Na+].Cl. Product: [CH2:1]([O:3][C:4]1[CH:5]=[C:6]([CH:11]=[CH:12][C:13]=1[O:14][CH3:15])[C:7]([OH:9])=[O:8])[CH3:2]. The catalyst class is: 5. (4) Reactant: [C:1]([C:3]1([CH3:6])[CH2:5][CH2:4]1)#[CH:2].Cl/[C:8](=[N:14]\[OH:15])/[C:9]([O:11][CH2:12][CH3:13])=[O:10].C(N(CC)CC)C. Product: [CH2:12]([O:11][C:9]([C:8]1[CH:2]=[C:1]([C:3]2([CH3:6])[CH2:5][CH2:4]2)[O:15][N:14]=1)=[O:10])[CH3:13]. The catalyst class is: 27.